Dataset: NCI-60 drug combinations with 297,098 pairs across 59 cell lines. Task: Regression. Given two drug SMILES strings and cell line genomic features, predict the synergy score measuring deviation from expected non-interaction effect. (1) Drug 1: CC1=CC=C(C=C1)C2=CC(=NN2C3=CC=C(C=C3)S(=O)(=O)N)C(F)(F)F. Drug 2: C1C(C(OC1N2C=NC3=C(N=C(N=C32)Cl)N)CO)O. Cell line: 786-0. Synergy scores: CSS=5.82, Synergy_ZIP=-5.92, Synergy_Bliss=-4.42, Synergy_Loewe=-13.7, Synergy_HSA=-2.77. (2) Drug 1: CC1CCCC2(C(O2)CC(NC(=O)CC(C(C(=O)C(C1O)C)(C)C)O)C(=CC3=CSC(=N3)C)C)C. Drug 2: CC1C(C(CC(O1)OC2CC(CC3=C2C(=C4C(=C3O)C(=O)C5=C(C4=O)C(=CC=C5)OC)O)(C(=O)CO)O)N)O.Cl. Cell line: CCRF-CEM. Synergy scores: CSS=31.1, Synergy_ZIP=-1.93, Synergy_Bliss=-5.27, Synergy_Loewe=-5.52, Synergy_HSA=-5.27. (3) Drug 1: C1=CC(=CC=C1C#N)C(C2=CC=C(C=C2)C#N)N3C=NC=N3. Drug 2: CC1=C2C(C(=O)C3(C(CC4C(C3C(C(C2(C)C)(CC1OC(=O)C(C(C5=CC=CC=C5)NC(=O)C6=CC=CC=C6)O)O)OC(=O)C7=CC=CC=C7)(CO4)OC(=O)C)O)C)OC(=O)C. Cell line: NCI-H522. Synergy scores: CSS=42.0, Synergy_ZIP=5.00, Synergy_Bliss=3.06, Synergy_Loewe=-18.6, Synergy_HSA=-2.82. (4) Drug 1: C1CCC(C1)C(CC#N)N2C=C(C=N2)C3=C4C=CNC4=NC=N3. Drug 2: C1CC(C1)(C(=O)O)C(=O)O.[NH2-].[NH2-].[Pt+2]. Cell line: SK-OV-3. Synergy scores: CSS=26.4, Synergy_ZIP=-7.36, Synergy_Bliss=1.89, Synergy_Loewe=1.58, Synergy_HSA=2.39. (5) Drug 2: CC1=C(C=C(C=C1)NC(=O)C2=CC=C(C=C2)CN3CCN(CC3)C)NC4=NC=CC(=N4)C5=CN=CC=C5. Synergy scores: CSS=7.88, Synergy_ZIP=-4.66, Synergy_Bliss=-3.00, Synergy_Loewe=-2.05, Synergy_HSA=-0.149. Cell line: RPMI-8226. Drug 1: C1=NC2=C(N=C(N=C2N1C3C(C(C(O3)CO)O)O)F)N. (6) Drug 1: C1=CC=C(C(=C1)C(C2=CC=C(C=C2)Cl)C(Cl)Cl)Cl. Drug 2: C1CCC(C(C1)N)N.C(=O)(C(=O)[O-])[O-].[Pt+4]. Cell line: SK-MEL-5. Synergy scores: CSS=23.2, Synergy_ZIP=-6.84, Synergy_Bliss=0.673, Synergy_Loewe=-8.24, Synergy_HSA=1.73. (7) Drug 1: CCCCCOC(=O)NC1=NC(=O)N(C=C1F)C2C(C(C(O2)C)O)O. Drug 2: N.N.Cl[Pt+2]Cl. Cell line: SNB-75. Synergy scores: CSS=34.5, Synergy_ZIP=-7.34, Synergy_Bliss=-0.653, Synergy_Loewe=-3.69, Synergy_HSA=2.37.